From a dataset of Peptide-MHC class II binding affinity with 134,281 pairs from IEDB. Regression. Given a peptide amino acid sequence and an MHC pseudo amino acid sequence, predict their binding affinity value. This is MHC class II binding data. (1) The peptide sequence is NPRDAKACVVHGSDLK. The MHC is HLA-DQA10401-DQB10402 with pseudo-sequence HLA-DQA10401-DQB10402. The binding affinity (normalized) is 0.214. (2) The peptide sequence is INEPTAAAIAVGLDR. The MHC is HLA-DQA10501-DQB10301 with pseudo-sequence HLA-DQA10501-DQB10301. The binding affinity (normalized) is 0.640. (3) The binding affinity (normalized) is 0.682. The MHC is DRB1_1001 with pseudo-sequence DRB1_1001. The peptide sequence is EKKYFAATQFEILAA. (4) The peptide sequence is QYAKEIWGITANPVP. The MHC is DRB1_1101 with pseudo-sequence DRB1_1101. The binding affinity (normalized) is 0.366. (5) The peptide sequence is KLKFNSVIVNPSLNG. The MHC is DRB1_0802 with pseudo-sequence DRB1_0802. The binding affinity (normalized) is 0.819. (6) The peptide sequence is DAFIAALTEALRVIA. The MHC is DRB1_0405 with pseudo-sequence DRB1_0405. The binding affinity (normalized) is 0.918. (7) The peptide sequence is IKLPIILAFATCFLIP. The MHC is DRB1_1302 with pseudo-sequence DRB1_1302. The binding affinity (normalized) is 0.460.